Task: Predict the reaction yield, written as a fraction of the theoretical maximum amount of product (1.0 means a 100% yield; for example, 0.34 means a 34% yield).. Dataset: Reaction yield outcomes from USPTO patents with 853,638 reactions (1) The reactants are [Cl:1][C:2]1[CH:3]=[CH:4][C:5]([C:23]([O:25]C)=O)=[C:6]2[C:10]=1[N:9]=[C:8]1[N:11]([C:15]3[CH:20]=[CH:19][C:18]([Cl:21])=[CH:17][C:16]=3[Cl:22])[CH2:12][CH2:13][CH2:14][N:7]21.C([NH2:29])=O.C[O-].[Na+]. The catalyst is CN(C)C=O.[Cl-].[NH4+]. The product is [Cl:1][C:2]1[CH:3]=[CH:4][C:5]([C:23]([NH2:29])=[O:25])=[C:6]2[C:10]=1[N:9]=[C:8]1[N:11]([C:15]3[CH:20]=[CH:19][C:18]([Cl:21])=[CH:17][C:16]=3[Cl:22])[CH2:12][CH2:13][CH2:14][N:7]21. The yield is 0.900. (2) The reactants are [C:1]([N:4]1[CH2:9][CH2:8][N:7]([C:10]2[CH:15]=[CH:14][C:13]([N+:16]([O-])=O)=[CH:12][N:11]=2)[CH2:6][CH2:5]1)(=[O:3])[CH3:2]. The catalyst is [Pt].CCO. The product is [C:1]([N:4]1[CH2:5][CH2:6][N:7]([C:10]2[N:11]=[CH:12][C:13]([NH2:16])=[CH:14][CH:15]=2)[CH2:8][CH2:9]1)(=[O:3])[CH3:2]. The yield is 1.00. (3) The reactants are [Cl:1][C:2]1[CH:7]=[C:6]([Cl:8])[CH:5]=[CH:4][C:3]=1[S:9]([NH:12][C:13]1[CH:18]=[C:17]([Cl:19])[C:16]([S:20][C:21]2[S:22][C:23]3[CH:29]=[CH:28][C:27]([C:30]#[N:31])=[CH:26][C:24]=3[N:25]=2)=[C:15]([Cl:32])[CH:14]=1)(=[O:11])=[O:10].[OH-:33].[K+].Cl. The catalyst is C(O)(C)(C)C. The product is [Cl:19][C:17]1[CH:18]=[C:13]([NH:12][S:9]([C:3]2[CH:4]=[CH:5][C:6]([Cl:8])=[CH:7][C:2]=2[Cl:1])(=[O:11])=[O:10])[CH:14]=[C:15]([Cl:32])[C:16]=1[S:20][C:21]1[S:22][C:23]2[CH:29]=[CH:28][C:27]([C:30]([NH2:31])=[O:33])=[CH:26][C:24]=2[N:25]=1. The yield is 0.800.